Dataset: Full USPTO retrosynthesis dataset with 1.9M reactions from patents (1976-2016). Task: Predict the reactants needed to synthesize the given product. (1) Given the product [CH:1]1([C:6]2[CH:11]=[C:10]([OH:12])[CH:9]=[CH:8][C:7]=2[C:20]2[CH:25]=[CH:24][CH:23]=[C:22]([N:26]3[C:27]([CH3:32])=[CH:28][CH:29]=[C:30]3[CH3:31])[N:21]=2)[CH2:2][CH2:3][CH2:4][CH2:5]1, predict the reactants needed to synthesize it. The reactants are: [CH:1]1([C:6]2[CH:11]=[C:10]([O:12]CC3C=CC=CC=3)[CH:9]=[CH:8][C:7]=2[C:20]2[CH:25]=[CH:24][CH:23]=[C:22]([N:26]3[C:30]([CH3:31])=[CH:29][CH:28]=[C:27]3[CH3:32])[N:21]=2)[CH2:5][CH2:4][CH2:3][CH2:2]1.C([O-])=O.[NH4+]. (2) Given the product [F:32][C:33]1[C:34]([N:61]2[CH2:62][CH2:63][N:58]([C:53]3[CH:54]=[CH:55][CH:56]=[CH:57][N:52]=3)[CH2:59][CH2:60]2)=[CH:35][CH:36]=[C:37]2[C:41]=1[N:40]([C:42]1[CH:43]=[C:44]([CH:47]=[CH:48][CH:49]=1)[CH2:45][NH2:46])[N:39]=[C:38]2[CH3:50], predict the reactants needed to synthesize it. The reactants are: FC1C(N2CCC(C3C=CC=CN=3)CC2)=CC=C2C=1N(C1C=CC=CC=1C#N)N=C2C.[F:32][C:33]1[C:34](I)=[CH:35][CH:36]=[C:37]2[C:41]=1[N:40]([C:42]1[CH:43]=[C:44]([CH:47]=[CH:48][CH:49]=1)[C:45]#[N:46])[N:39]=[C:38]2[CH3:50].[N:52]1[CH:57]=[CH:56][CH:55]=[CH:54][C:53]=1[N:58]1[CH2:63][CH2:62][NH:61][CH2:60][CH2:59]1.C1C=CC(P(C2C(C3C(P(C4C=CC=CC=4)C4C=CC=CC=4)=CC=C4C=3C=CC=C4)=C3C(C=CC=C3)=CC=2)C2C=CC=CC=2)=CC=1.O(C(C)(C)C)[Na]. (3) Given the product [Br:11][CH2:12][CH2:13][N:1]1[CH:5]=[CH:4][CH:3]=[C:2]1[C:6]([O:8][CH2:9][CH3:10])=[O:7], predict the reactants needed to synthesize it. The reactants are: [NH:1]1[CH:5]=[CH:4][CH:3]=[C:2]1[C:6]([O:8][CH2:9][CH3:10])=[O:7].[Br:11][CH2:12][CH2:13]Br.[OH-].[Na+].ClCCl. (4) Given the product [CH:9]1([NH:5][C:6]([NH2:8])=[S:7])[CH2:13][CH2:12][CH2:11][CH2:10]1, predict the reactants needed to synthesize it. The reactants are: C([N:5]([CH:9]1[CH2:13][CH2:12][CH2:11][CH2:10]1)[C:6]([NH2:8])=[S:7])(C)(C)C.